Dataset: Full USPTO retrosynthesis dataset with 1.9M reactions from patents (1976-2016). Task: Predict the reactants needed to synthesize the given product. (1) Given the product [ClH:36].[NH:8]1[CH2:13][CH2:12][CH:11]([CH2:14][O:15][C:16]2[C:25]3[C:20](=[CH:21][CH:22]=[CH:23][CH:24]=3)[CH:19]=[C:18]([O:26][S:27]([C:30]3[CH:35]=[CH:34][CH:33]=[CH:32][C:31]=3[Cl:36])(=[O:28])=[O:29])[CH:17]=2)[CH2:10][CH2:9]1, predict the reactants needed to synthesize it. The reactants are: C(OC([N:8]1[CH2:13][CH2:12][CH:11]([CH2:14][O:15][C:16]2[C:25]3[C:20](=[CH:21][CH:22]=[CH:23][CH:24]=3)[CH:19]=[C:18]([O:26][S:27]([C:30]3[CH:35]=[CH:34][CH:33]=[CH:32][C:31]=3[Cl:36])(=[O:29])=[O:28])[CH:17]=2)[CH2:10][CH2:9]1)=O)(C)(C)C.Cl. (2) Given the product [F:1][C:2]1[CH:3]=[C:4]([CH:8]=[CH:9][C:10]=1[F:11])[C:5]([NH:27][C:26]1[CH:28]=[CH:29][C:30]([F:31])=[C:24]([N+:21]([O-:23])=[O:22])[CH:25]=1)=[O:7], predict the reactants needed to synthesize it. The reactants are: [F:1][C:2]1[CH:3]=[C:4]([CH:8]=[CH:9][C:10]=1[F:11])[C:5]([OH:7])=O.C(Cl)Cl.C(Cl)(=O)C(Cl)=O.[N+:21]([C:24]1[CH:25]=[C:26]([CH:28]=[CH:29][C:30]=1[F:31])[NH2:27])([O-:23])=[O:22]. (3) Given the product [N+:14]([C:17]1[CH:18]=[CH:19][C:20]([OH:26])=[C:21]([C:22]2[O:1][N:2]=[C:3]([C:5]3[C:10]([N+:11]([O-:13])=[O:12])=[CH:9][CH:8]=[CH:7][N:6]=3)[N:4]=2)[CH:25]=1)([O-:16])=[O:15], predict the reactants needed to synthesize it. The reactants are: [OH:1][NH:2][C:3]([C:5]1[C:10]([N+:11]([O-:13])=[O:12])=[CH:9][CH:8]=[CH:7][N:6]=1)=[NH:4].[N+:14]([C:17]1[CH:25]=[C:21]([C:22](O)=O)[C:20]([OH:26])=[CH:19][CH:18]=1)([O-:16])=[O:15]. (4) Given the product [C:26]([C:23]1[C:24]([Cl:25])=[C:20]([C:18]2[NH:17][C:11]3[C:10]([C:31]([F:34])([F:33])[F:32])=[CH:9][C:8]([C:3]4[CH:4]=[CH:5][CH:6]=[CH:7][C:2]=4[F:1])=[CH:13][C:12]=3[N:14]=2)[N:21]([CH3:30])[N:22]=1)([CH3:29])([CH3:28])[CH3:27], predict the reactants needed to synthesize it. The reactants are: [F:1][C:2]1[CH:7]=[CH:6][CH:5]=[CH:4][C:3]=1[C:8]1[CH:13]=[C:12]([N+:14]([O-])=O)[C:11]([NH:17][C:18]([C:20]2[N:21]([CH3:30])[N:22]=[C:23]([C:26]([CH3:29])([CH3:28])[CH3:27])[C:24]=2[Cl:25])=O)=[C:10]([C:31]([F:34])([F:33])[F:32])[CH:9]=1. (5) Given the product [F:19][C:17]([F:20])([F:18])[S:14]([C:13]([S:10]([C:9]([F:8])([F:21])[F:22])(=[O:11])=[O:12])([CH2:24][CH2:23][CH3:28])[CH2:1][CH2:2][CH3:3])(=[O:15])=[O:16], predict the reactants needed to synthesize it. The reactants are: [CH:1](=O)[CH2:2][CH2:3]CCC.[F:8][C:9]([F:22])([F:21])[S:10]([CH2:13][S:14]([C:17]([F:20])([F:19])[F:18])(=[O:16])=[O:15])(=[O:12])=[O:11].[C:23]1([SiH3])[CH:28]=CC=C[CH:24]=1.S([O-])([O-])(=O)=O.[Mg+2]. (6) Given the product [CH2:17]([O:24][C:25]1[CH:26]=[C:27]([C:8]2[CH:16]=[CH:15][C:11]([C:12]([OH:14])=[O:13])=[CH:10][CH:9]=2)[CH:28]=[CH:29][C:30]=1[O:31][CH2:32][C:33]1[CH:38]=[CH:37][CH:36]=[CH:35][CH:34]=1)[C:18]1[CH:19]=[CH:20][CH:21]=[CH:22][CH:23]=1, predict the reactants needed to synthesize it. The reactants are: C(=O)([O-])[O-].[Na+].[Na+].Br[C:8]1[CH:16]=[CH:15][C:11]([C:12]([OH:14])=[O:13])=[CH:10][CH:9]=1.[CH2:17]([O:24][C:25]1[CH:26]=[C:27](B(O)O)[CH:28]=[CH:29][C:30]=1[O:31][CH2:32][C:33]1[CH:38]=[CH:37][CH:36]=[CH:35][CH:34]=1)[C:18]1[CH:23]=[CH:22][CH:21]=[CH:20][CH:19]=1.C1(P(C2C=CC=CC=2)C2C=CC=CC=2)C=CC=CC=1.C(N(CC)CC)C.Cl. (7) Given the product [Cl:20][C:21]1[CH:22]=[C:23]([CH2:24][C:17]#[N:18])[CH:26]=[CH:27][C:28]=1[O:29][CH3:30], predict the reactants needed to synthesize it. The reactants are: CC([O-])(C)C.[K+].CC1C=CC(S([CH2:17][N+:18]#[C-])(=O)=O)=CC=1.[Cl:20][C:21]1[CH:22]=[C:23]([CH:26]=[CH:27][C:28]=1[O:29][CH3:30])[CH:24]=O.CO. (8) Given the product [F:19][C:20]1[CH:27]=[C:26]([I:28])[CH:25]=[C:24]([F:29])[C:21]=1[C@@H:22]1[C:2]2[NH:1][C:9]3[C:4]([C:3]=2[CH2:10][C@@H:11]([CH3:12])[N:13]1[CH2:14][C:15]([F:16])([F:17])[F:18])=[CH:5][CH:6]=[CH:7][CH:8]=3, predict the reactants needed to synthesize it. The reactants are: [NH:1]1[C:9]2[C:4](=[CH:5][CH:6]=[CH:7][CH:8]=2)[C:3]([CH2:10][C@H:11]([NH:13][CH2:14][C:15]([F:18])([F:17])[F:16])[CH3:12])=[CH:2]1.[F:19][C:20]1[CH:27]=[C:26]([I:28])[CH:25]=[C:24]([F:29])[C:21]=1[CH:22]=O.C(O)(=O)C. (9) Given the product [Cl:1][C:2]1[CH:7]=[C:6]([CH3:8])[CH:5]=[CH:4][C:3]=1[N:9]1[C:13]([S:14][CH2:15][C:16]([OH:18])=[O:17])=[CH:12][N:11]=[N:10]1, predict the reactants needed to synthesize it. The reactants are: [Cl:1][C:2]1[CH:7]=[C:6]([CH3:8])[CH:5]=[CH:4][C:3]=1[N:9]1[C:13]([S:14][CH2:15][C:16]([O:18]C(C)(C)C)=[O:17])=[C:12]([Si](C)(C)C)[N:11]=[N:10]1.[OH-].[K+]. (10) The reactants are: C([O:3][C:4]([C:6]1[O:14][C:13]2[C:12]([F:15])=[CH:11][N:10]=[CH:9][C:8]=2[C:7]=1[NH:16][C:17]1[CH:22]=[CH:21][C:20]([I:23])=[CH:19][C:18]=1[F:24])=[O:5])C.[OH-].[Na+]. Given the product [F:15][C:12]1[C:13]2[O:14][C:6]([C:4]([OH:5])=[O:3])=[C:7]([NH:16][C:17]3[CH:22]=[CH:21][C:20]([I:23])=[CH:19][C:18]=3[F:24])[C:8]=2[CH:9]=[N:10][CH:11]=1, predict the reactants needed to synthesize it.